Dataset: Forward reaction prediction with 1.9M reactions from USPTO patents (1976-2016). Task: Predict the product of the given reaction. (1) Given the reactants [Cl:1][C:2]1[C:3]([F:32])=[C:4]([CH:29]=[CH:30][CH:31]=1)[NH:5][C:6]1[C:15]2[C:10](=[CH:11][C:12]([O:27][CH3:28])=[C:13]([O:16][CH2:17][C@@H:18]3[CH2:22][CH2:21][CH2:20][N:19]3[C:23](=[O:26])[CH2:24]Cl)[CH:14]=2)[N:9]=[CH:8][N:7]=1.[NH:33]1[CH2:37][CH2:36][CH2:35][CH2:34]1, predict the reaction product. The product is: [Cl:1][C:2]1[C:3]([F:32])=[C:4]([CH:29]=[CH:30][CH:31]=1)[NH:5][C:6]1[C:15]2[C:10](=[CH:11][C:12]([O:27][CH3:28])=[C:13]([O:16][CH2:17][C@@H:18]3[CH2:22][CH2:21][CH2:20][N:19]3[C:23](=[O:26])[CH2:24][N:33]3[CH2:37][CH2:36][CH2:35][CH2:34]3)[CH:14]=2)[N:9]=[CH:8][N:7]=1. (2) The product is: [O:29]=[C:22]1[N:23]([CH2:26][CH2:27][CH3:28])[C:24]2[N:25]=[C:4]([C:6]34[CH2:7][CH2:8][C:9]([C:14]([OH:16])=[O:15])([CH2:10][CH2:11]3)[CH2:12][CH2:13]4)[NH:18][C:19]=2[C:20](=[O:33])[N:21]1[CH2:30][CH2:31][CH3:32]. Given the reactants C(O[C:4]([C:6]12[CH2:13][CH2:12][C:9]([C:14]([OH:16])=[O:15])([CH2:10][CH2:11]1)[CH2:8][CH2:7]2)=O)C.Cl.[NH2:18][C:19]1[C:20](=[O:33])[N:21]([CH2:30][CH2:31][CH3:32])[C:22](=[O:29])[N:23]([CH2:26][CH2:27][CH3:28])[C:24]=1[NH2:25].CCN(CC)CC.CN(C(ON1N=NC2C=CC=NC1=2)=[N+](C)C)C.F[P-](F)(F)(F)(F)F.[OH-].[K+], predict the reaction product.